This data is from Forward reaction prediction with 1.9M reactions from USPTO patents (1976-2016). The task is: Predict the product of the given reaction. (1) The product is: [I-:35].[C:37]([CH2:36][N:16]1[C:15]([S:18][CH3:19])=[C:13]2[S:14][C:10]([C:8]3[CH2:9][C@@H:5]4[C@@H:4]([C@H:2]([OH:1])[CH3:3])[C:33](=[O:34])[N:6]4[C:7]=3[C:20]([O:22][CH2:23][C:24]3[CH:25]=[CH:26][C:27]([N+:30]([O-:32])=[O:31])=[CH:28][CH:29]=3)=[O:21])=[CH:11][N+:12]2=[CH:17]1)(=[O:38])[NH2:39]. Given the reactants [OH:1][C@@H:2]([C@H:4]1[C:33](=[O:34])[N:6]2[C:7]([C:20]([O:22][CH2:23][C:24]3[CH:29]=[CH:28][C:27]([N+:30]([O-:32])=[O:31])=[CH:26][CH:25]=3)=[O:21])=[C:8]([C:10]3[S:14][C:13]4=[C:15]([S:18][CH3:19])[N:16]=[CH:17][N:12]4[CH:11]=3)[CH2:9][C@H:5]12)[CH3:3].[I:35][CH2:36][C:37]([NH2:39])=[O:38], predict the reaction product. (2) Given the reactants [C:1]1([NH:7]/[N:8]=[CH:9]/[C:10]([O:12][CH2:13][CH3:14])=[O:11])[CH:6]=[CH:5][CH:4]=[CH:3][CH:2]=1.[N+]([C:18]([CH3:45])=[CH:19][C:20]1[CH:32]=[CH:31][C:23]([C:24]([O:26][C:27]([CH3:30])([CH3:29])[CH3:28])=[O:25])=[CH:22][C:21]=1[C:33]([N:35]1[CH2:44][CH2:43][C:42]2[C:37](=[CH:38][CH:39]=[CH:40][CH:41]=2)[CH2:36]1)=[O:34])([O-])=O, predict the reaction product. The product is: [C:27]([O:26][C:24]([C:23]1[CH:31]=[CH:32][C:20]([C:19]2[C:9]([C:10]([O:12][CH2:13][CH3:14])=[O:11])=[N:8][N:7]([C:1]3[CH:2]=[CH:3][CH:4]=[CH:5][CH:6]=3)[C:18]=2[CH3:45])=[C:21]([C:33]([N:35]2[CH2:44][CH2:43][C:42]3[C:37](=[CH:38][CH:39]=[CH:40][CH:41]=3)[CH2:36]2)=[O:34])[CH:22]=1)=[O:25])([CH3:28])([CH3:29])[CH3:30]. (3) The product is: [Cl:1][C:2]1[CH:3]=[CH:4][C:5]([CH:8]([C:15]2[C:23]3[C:18](=[C:19]([CH2:24][S:25][CH3:26])[CH:20]=[CH:21][CH:22]=3)[NH:17][CH:16]=2)[CH2:9][CH2:10][OH:11])=[CH:6][CH:7]=1. Given the reactants [Cl:1][C:2]1[CH:7]=[CH:6][C:5]([CH:8]([C:15]2[C:23]3[C:18](=[C:19]([CH2:24][S:25][CH3:26])[CH:20]=[CH:21][CH:22]=3)[NH:17][CH:16]=2)[CH2:9][C:10](OCC)=[O:11])=[CH:4][CH:3]=1.[H-].[Al+3].[Li+].[H-].[H-].[H-].Cl, predict the reaction product. (4) Given the reactants [Cl:1][C:2]1[CH:3]=[N:4][C:5]([N:8]2[CH2:13][CH2:12][CH:11]([C@H:14]3[CH2:16][C@H:15]3[CH2:17][CH2:18][OH:19])[CH2:10][CH2:9]2)=[N:6][CH:7]=1.[N:20]1([C:24](=[O:35])[CH2:25][C:26]2[CH:33]=[CH:32][C:31](O)=[CH:30][C:27]=2[C:28]#[N:29])[CH2:23][CH2:22][CH2:21]1.C1(P(C2C=CC=CC=2)C2C=CC=CC=2)C=CC=CC=1.CC(OC(/N=N/C(OC(C)C)=O)=O)C, predict the reaction product. The product is: [N:20]1([C:24](=[O:35])[CH2:25][C:26]2[CH:33]=[CH:32][C:31]([O:19][CH2:18][CH2:17][C@@H:15]3[CH2:16][C@@H:14]3[CH:11]3[CH2:12][CH2:13][N:8]([C:5]4[N:6]=[CH:7][C:2]([Cl:1])=[CH:3][N:4]=4)[CH2:9][CH2:10]3)=[CH:30][C:27]=2[C:28]#[N:29])[CH2:21][CH2:22][CH2:23]1.